Dataset: Experimentally validated miRNA-target interactions with 360,000+ pairs, plus equal number of negative samples. Task: Binary Classification. Given a miRNA mature sequence and a target amino acid sequence, predict their likelihood of interaction. (1) The miRNA is hsa-miR-4768-3p with sequence CCAGGAGAUCCAGAGAGAAU. The protein sequence of the target gene is MTAKNVGLTSTNAEVRGFIDQNLSPTKGNISFVAFPVSNTNSPTKILPKTLGPINVNVGPQMIISTPQRLTSSGSVLIGSPYTPAPAMVTQTHIAEATGWVPGDRKRARKFIDSDFSESKRSKKGDKNGKGLRHFSMKVCEKVQRKGTTSYNEVADELVSEFTNSNNHLAADSAYDQKNIRRRVYDALNVLMAMNIISKEKKEIKWIGLPTNSAQECQNLEIEKQRRIERIKQKRAQLQELLLQQIAFKNLVQRNRQNEQQNQGPPALNSTIQLPFIIINTSRKTVIDCSISSDKFEYLF.... Result: 1 (interaction). (2) The miRNA is cel-miR-90-3p with sequence UGAUAUGUUGUUUGAAUGCCCCU. The protein sequence of the target gene is MAPFPEEVDVFTAPHWRMKQLVGLYCDKLSKTNFSNNNDFRALLQSLYATFKEFKMHEQIENEYIIGLLQQRSQTIYNVHSDNKLSEMLSLFEKGLKNVKNEYEQLNYAKQLKERLEAFTRDFLPHMKEEEEVFQPMLMEYFTYEELKDIKKKVIAQHCSQKDTAELLRGLSLWNHAEERQKFFKYSVDEKSDKEAEVSEHSTGITHLPPEVMLSIFSYLNPQELCRCSQVSMKWSQLTKTGSLWKHLYPVHWARGDWYSGPATELDTEPDDEWVKNRKDESRAFHEWDEDADIDESEES.... Result: 0 (no interaction). (3) The miRNA is hsa-miR-145-5p with sequence GUCCAGUUUUCCCAGGAAUCCCU. The protein sequence of the target gene is MSIHFSSPVFTSRSAAFSGRGAQVRLSSARPGGLGSSSLYGLGASRPRVAVRSAYGGPVGAGIREVTINQSLLAPLRLDADPSLQRVRQEESEQIKTLNNKFASFIDKVRFLEQQNKLLETKWTLLQEQKSAKSSRLPDIFEAQIAGLRGQLEALQVDGGRLEAELRSMQDVVEDFKNKYEDEINHRTAAENEFVVLKKDVDAAYMSKVELEAKVDALNDEINFLRTLNETELTELQSQISDTSVVLSMDNSRSLDLDGIIAEVKAQYEEMAKCSRAEAEAWYQTKFETLQAQAGKHGDD.... Result: 1 (interaction). (4) The miRNA is gga-miR-2131-5p with sequence AUGCAGAAGUGCACGGAAACAGCU. The protein sequence of the target gene is MFSWMGRQAGGRERSGGMDAVQTVTGGLRSLYQRKVLPLEEAYRFHEFHSPALEDADFENKPMILLVGQYSTGKTTFIRYLLEQDFPGMRIGPEPTTDSFIAVMYGETEGSTPGNALVVDPKKPFRKLSRFGNAFLNRFMCSQLPNQVLKSISIIDSPGILSGEKQRISRGYDFCQVLQWFAERVDRIILLFDAHKLDISDEFSEAIKAFRGQDDKIRVVLNKADQVDTQQLMRVYGALMWSLGKVINTPEVLRVYIGSFWAQPLQNTDNRRLFEAEAQDLFRDIQSLPQKAAVRKLNDL.... Result: 0 (no interaction). (5) The miRNA is mmu-miR-3070-3p with sequence UGGUGCUACCGUCAGGGGUAGA. The protein sequence of the target gene is MAMARSRRDSVWKYCWGLLMVLCRTAISRSIVLEPIYWNSSNSKFLPGQGLVLYPQIGDKLDIICPKVDSKTVGQYEYYKVYMVDKDQADRCTIKKENTPLLNCARPDQDVKFTIKFQEFSPNLWGLEFQKNKDYYIISTSNGSLEGLDNQEGGVCQTRAMKILMKVGQDASSAGSARNHGPTRRPELEAGTNGRSSTTSPFVKPNPGSSTDGNSAGHSGNNLLGSEVALFAGIASGCIIFIVIIITLVVLLLKYRRRHRKHSPQHTTTLSLSTLATPKRGGNNNGSEPSDVIIPLRTAD.... Result: 0 (no interaction). (6) The miRNA is hsa-miR-3127-3p with sequence UCCCCUUCUGCAGGCCUGCUGG. The protein sequence of the target gene is MFAVVFFILSLMTCQPGVTAQEKVNQRVRRAATPAAVTCQLSNWSEWTDCFPCQDKKYRHRSLLQPNKFGGTICSGDIWDQASCSSSTTCVRQAQCGQDFQCKETGRCLKRHLVCNGDQDCLDGSDEDDCEDVRAIDEDCSQYEPIPGSQKAALGYNILTQEDAQSVYDASYYGGQCETVYNGEWRELRYDSTCERLYYGDDEKYFRKPYNFLKYHFEALADTGISSEFYDNANDLLSKVKKDKSDSFGVTIGIGPAGSPLLVGVGVSHSQDTSFLNELNKYNEKKFIFTRIFTKVQTAH.... Result: 1 (interaction). (7) The miRNA is hsa-miR-505-5p with sequence GGGAGCCAGGAAGUAUUGAUGU. The protein sequence of the target gene is MELWGRMLWALLSGPGRRGSTRGWAFSSWQPQPPLAGLSSAIELVSHWTGVFEKRGIPEARESSEYIVAHVLGAKTFQSLRPALWTQPLTSQQLQCIRELSSRRLQRMPVQYILGEWDFQGLSLRMVPPVFIPRPETEELVEWVLEEVAQRSHAVGSPGSPLILEVGCGSGAISLSLLSQLPQSRVIAVDKREAAISLTHENAQRLRLQDRIWIIHLDMTSERSWTHLPWGPMDLIVSNPPYVFHQDMEQLAPEIRSYEDPAALDGGEEGMDIITHILALAPRLLKDSGSIFLEVDPRHP.... Result: 1 (interaction). (8) The miRNA is mmu-miR-297a-5p with sequence AUGUAUGUGUGCAUGUGCAUGU. The protein sequence of the target gene is MLHHHCRRNPELQEELQIQAAVAAGDVHTVRKMLEQGYSPNGRDANGWTLLHFSAARGKERCVRVFLEHGADPTVKDLIGGFTALHYAAMHGRARIARLMLESEYRSDIINAKSNDGWTPLHVAAHYGRDSFVRLLLEFKAEVDPLSDKGTTPLQLAIIRERSSCVKILLDHNANIDIQNGFLLRYAVIKSNHSYCRMFLQRGADTNLGRLEDGQTPLHLSALRDDVLCARMLYNYGADTNTRNYEGQTPLAVSISISGSSRPCLDFLQDVTRQPRTLQDLCRIKIRQCIGLQNLKLLDE.... Result: 1 (interaction). (9) The miRNA is hsa-miR-4797-3p with sequence UCUCAGUAAGUGGCACUCUGU. The protein sequence of the target gene is MEPTEPMEPTEPMEPTEPMEPARSAHRGGEALLRELEVLVQDVVRTSSWWERHGVDCAILALSLFALPAGFLCLRWENALVFASGITILGVCHYTLTVKGSHLATHGALTESKRWSKIWLLFFVEVCTAFTAEHATHGHVKMHHAYTNVVGLGDSSTWRLPCLNRYVYMFLAPFLLPIATPLVAVERLRKVELGTALRTLALISLGLYSHYWLLLNVSGFKNPSSALGCMFLTRSLLAHPYLHVNIFQHIGLPMFSRDNKPRRIHMMSLGVLNLARLPVLDWAFGHSIISCHVEHHLFPR.... Result: 1 (interaction). (10) The miRNA is hsa-miR-3691-3p with sequence ACCAAGUCUGCGUCAUCCUCUC. The protein sequence of the target gene is MAERPGPPGGAVSATAYPDTPAEFPPHLQAGAMRRRFWGVFNCLCAGAFGALAAASAKLAFGSEVSMGLCVLGIIVMASTNSLMWTFFSRGLSFSMSSAIASVTVTFSNILSSAFLGYVLYGECQEVLWWGGVFLILCGLTLIHRKLPPTWKPLPHKQQ. Result: 0 (no interaction).